The task is: Predict the reactants needed to synthesize the given product.. This data is from Full USPTO retrosynthesis dataset with 1.9M reactions from patents (1976-2016). (1) Given the product [NH2:15][C:11]1[CH:10]=[C:9]([NH:8][C:4]2[CH:3]=[C:2]([NH:34][C:33]3[CH:32]=[CH:31][C:30]([O:23][C:24]4[CH:29]=[CH:28][CH:27]=[CH:26][CH:25]=4)=[CH:36][CH:35]=3)[N:7]=[CH:6][N:5]=2)[CH:14]=[CH:13][CH:12]=1, predict the reactants needed to synthesize it. The reactants are: Cl[C:2]1[N:7]=[CH:6][N:5]=[C:4]([NH:8][C:9]2[CH:10]=[C:11]([NH:15]C(=O)OC(C)(C)C)[CH:12]=[CH:13][CH:14]=2)[CH:3]=1.[O:23]([C:30]1[CH:36]=[CH:35][C:33]([NH2:34])=[CH:32][CH:31]=1)[C:24]1[CH:29]=[CH:28][CH:27]=[CH:26][CH:25]=1.Cl. (2) Given the product [F:11][C:8]1[CH:9]=[CH:10][C:5]([CH:4]([CH3:13])[C:3]([O:2][CH3:1])=[O:12])=[CH:6][CH:7]=1, predict the reactants needed to synthesize it. The reactants are: [CH3:1][O:2][C:3](=[O:12])[CH2:4][C:5]1[CH:10]=[CH:9][C:8]([F:11])=[CH:7][CH:6]=1.[CH3:13][Si](C)(C)[N-][Si](C)(C)C.[Li+].CI.